This data is from Full USPTO retrosynthesis dataset with 1.9M reactions from patents (1976-2016). The task is: Predict the reactants needed to synthesize the given product. (1) Given the product [F:20][C:17]1[CH:16]=[CH:15][C:14]([CH2:13][N:10]([O:11][CH3:12])[C:8](=[O:9])[CH:7]=[C:5]([OH:6])[C:4]([NH:36][S:33]([C:30]2([CH2:23][C:24]3[CH:29]=[CH:28][CH:27]=[CH:26][CH:25]=3)[CH2:32][CH2:31]2)(=[O:34])=[O:35])=[O:21])=[CH:19][CH:18]=1, predict the reactants needed to synthesize it. The reactants are: CC1(C)[O:6][C:5](=[CH:7][C:8]([N:10]([CH2:13][C:14]2[CH:19]=[CH:18][C:17]([F:20])=[CH:16][CH:15]=2)[O:11][CH3:12])=[O:9])[C:4](=[O:21])O1.[CH2:23]([C:30]1([S:33]([NH2:36])(=[O:35])=[O:34])[CH2:32][CH2:31]1)[C:24]1[CH:29]=[CH:28][CH:27]=[CH:26][CH:25]=1. (2) Given the product [OH:23][B:14]1[C:13]2[CH:24]=[C:9]([O:8][C:6]3[S:7][C:3]([C:1](=[NH:2])[NH:27][OH:28])=[CH:4][N:5]=3)[CH:10]=[C:11]([CH3:25])[C:12]=2[CH:16]([CH2:17][C:18]([O:20][CH2:21][CH3:22])=[O:19])[O:15]1, predict the reactants needed to synthesize it. The reactants are: [C:1]([C:3]1[S:7][C:6]([O:8][C:9]2[CH:10]=[C:11]([CH3:25])[C:12]3[CH:16]([CH2:17][C:18]([O:20][CH2:21][CH3:22])=[O:19])[O:15][B:14]([OH:23])[C:13]=3[CH:24]=2)=[N:5][CH:4]=1)#[N:2].Cl.[NH2:27][OH:28].C(N(CC)CC)C. (3) Given the product [F:1][C:2]1[CH:7]=[CH:6][C:5]([CH2:8][C:9]2[CH:18]=[C:17]3[C:12]([C:13]([OH:25])=[C:14]([C:20]([NH:26][CH2:27][CH2:28][CH2:29][N:30]4[CH2:34][CH2:33][CH2:32][C:31]4=[O:35])=[O:21])[C:15](=[O:19])[NH:16]3)=[N:11][CH:10]=2)=[CH:4][CH:3]=1, predict the reactants needed to synthesize it. The reactants are: [F:1][C:2]1[CH:7]=[CH:6][C:5]([CH2:8][C:9]2[CH:18]=[C:17]3[C:12]([C:13]([OH:25])=[C:14]([C:20](OCC)=[O:21])[C:15](=[O:19])[NH:16]3)=[N:11][CH:10]=2)=[CH:4][CH:3]=1.[NH2:26][CH2:27][CH2:28][CH2:29][N:30]1[CH2:34][CH2:33][CH2:32][C:31]1=[O:35]. (4) Given the product [Cl:13][CH2:14][C:15]([NH:1][C:2]1[C:11]2[C:6](=[CH:7][CH:8]=[C:9]([OH:12])[CH:10]=2)[CH:5]=[CH:4][CH:3]=1)=[O:16], predict the reactants needed to synthesize it. The reactants are: [NH2:1][C:2]1[CH:3]=[CH:4][CH:5]=[C:6]2[C:11]=1[CH:10]=[C:9]([OH:12])[CH:8]=[CH:7]2.[Cl:13][CH2:14][C:15](Cl)=[O:16]. (5) Given the product [C:8]([O:7][C:6](=[O:12])[NH:5][S:2]([CH2:1][P:27]([C:29]1[CH:30]=[CH:31][CH:32]=[CH:33][CH:34]=1)([C:21]1[CH:26]=[CH:25][CH:24]=[CH:23][CH:22]=1)=[O:28])(=[O:4])=[O:3])([CH3:9])([CH3:11])[CH3:10], predict the reactants needed to synthesize it. The reactants are: [CH3:1][S:2]([NH:5][C:6](=[O:12])[O:7][C:8]([CH3:11])([CH3:10])[CH3:9])(=[O:4])=[O:3].[Li+].CC([N-]C(C)C)C.[C:21]1([P:27](Cl)([C:29]2[CH:34]=[CH:33][CH:32]=[CH:31][CH:30]=2)=[O:28])[CH:26]=[CH:25][CH:24]=[CH:23][CH:22]=1.Cl. (6) Given the product [C:3]1([S:9]([C:12]2[CH:19]=[CH:18][CH:17]=[CH:16][C:13]=2[CH2:14][OH:15])(=[O:11])=[O:10])[CH:4]=[CH:5][CH:6]=[CH:7][CH:8]=1, predict the reactants needed to synthesize it. The reactants are: [BH4-].[Na+].[C:3]1([S:9]([C:12]2[CH:19]=[CH:18][CH:17]=[CH:16][C:13]=2[CH:14]=[O:15])(=[O:11])=[O:10])[CH:8]=[CH:7][CH:6]=[CH:5][CH:4]=1. (7) Given the product [Cl:1][C:2]1[CH:7]=[CH:6][C:5]([C:8](=[O:11])[CH:9]([OH:16])[OH:12])=[CH:4][CH:3]=1, predict the reactants needed to synthesize it. The reactants are: [Cl:1][C:2]1[CH:7]=[CH:6][C:5]([C:8](=[O:11])[CH2:9]Br)=[CH:4][CH:3]=1.[OH2:12].Br.CS(C)=[O:16]. (8) The reactants are: [Si]([O:8][CH:9]([C:22]1[O:23][C:24]([C:27]2[CH:28]=[C:29]([OH:33])[CH:30]=[CH:31][CH:32]=2)=[CH:25][N:26]=1)[CH2:10][CH2:11][CH2:12][CH2:13][CH2:14][CH2:15][C:16]1[CH:21]=[CH:20][CH:19]=[CH:18][CH:17]=1)(C(C)(C)C)(C)C.[Si](OC(C1OC([Sn](CCCC)(CCCC)CCCC)=CN=1)CCCCCCC1C=CC=CC=1)(C(C)(C)C)(C)C.IC1C=C(O)C=CC=1. Given the product [OH:33][C:29]1[CH:28]=[C:27]([C:24]2[O:23][C:22]([C:9](=[O:8])[CH2:10][CH2:11][CH2:12][CH2:13][CH2:14][CH2:15][C:16]3[CH:17]=[CH:18][CH:19]=[CH:20][CH:21]=3)=[N:26][CH:25]=2)[CH:32]=[CH:31][CH:30]=1, predict the reactants needed to synthesize it. (9) Given the product [CH3:34][CH2:33][O:61][CH2:14][CH3:13].[C:60]([O-:61])(=[O:63])[CH3:2], predict the reactants needed to synthesize it. The reactants are: Br[C:2]1C=CC2NC3C([C:13]=2[CH:14]=1)=CC(Br)=CC=3.C1(N2[C:34]3[CH:33]=CC(B(O)O)=CC=3C3C2=CC=CC=3)C=CC=CC=1.C1(C)C=CC=CC=1P(C1C=CC=CC=1C)C1C=CC=CC=1C.[C:60](=[O:63])([O-])[O-:61].[K+].[K+]. (10) Given the product [Br:17][CH2:15][C:10]1[CH:11]=[CH:12][CH:13]=[CH:14][C:9]=1[B:4]1[O:3][C:2]([CH3:16])([CH3:1])[C:6]([CH3:7])([CH3:8])[O:5]1, predict the reactants needed to synthesize it. The reactants are: [CH3:1][C:2]1([CH3:16])[C:6]([CH3:8])([CH3:7])[O:5][B:4]([C:9]2[CH:14]=[CH:13][CH:12]=[CH:11][C:10]=2[CH3:15])[O:3]1.[Br:17]N1C(=O)CCC1=O.CC(N=NC(C#N)(C)C)(C#N)C.